From a dataset of Catalyst prediction with 721,799 reactions and 888 catalyst types from USPTO. Predict which catalyst facilitates the given reaction. Reactant: C(OC([N:11]1[CH2:15][CH2:14][CH:13]2[N:16]([C:19](=[O:34])[CH:20]([CH:28]3[CH2:33][CH2:32][CH2:31][CH2:30][CH2:29]3)[NH:21][C:22](=[O:27])[CH:23]([NH:25][CH3:26])[CH3:24])[CH2:17][CH2:18][CH:12]12)=O)C1C=CC=CC=1. Product: [CH:28]1([CH:20]([NH:21][C:22](=[O:27])[CH:23]([NH:25][CH3:26])[CH3:24])[C:19]([N:16]2[CH2:17][CH2:18][CH:12]3[NH:11][CH2:15][CH2:14][CH:13]23)=[O:34])[CH2:33][CH2:32][CH2:31][CH2:30][CH2:29]1. The catalyst class is: 5.